From a dataset of Reaction yield outcomes from USPTO patents with 853,638 reactions. Predict the reaction yield, written as a fraction of the theoretical maximum amount of product (1.0 means a 100% yield; for example, 0.34 means a 34% yield). (1) The reactants are ClCCCl.[Br:5][C:6]1[CH:7]=[C:8]([CH:11]=[CH:12][CH:13]=1)[CH:9]=O.[O:14]([C:21]1[CH:22]=[C:23]([CH:25]=[CH:26][CH:27]=1)[NH2:24])[C:15]1[CH:20]=[CH:19][CH:18]=[CH:17][CH:16]=1.[BH-](OC(C)=O)(OC(C)=O)OC(C)=O.[Na+]. The catalyst is O.C(O)(=O)C. The product is [O:14]([C:21]1[CH:22]=[C:23]([NH:24][CH2:9][C:8]2[CH:11]=[CH:12][CH:13]=[C:6]([Br:5])[CH:7]=2)[CH:25]=[CH:26][CH:27]=1)[C:15]1[CH:16]=[CH:17][CH:18]=[CH:19][CH:20]=1. The yield is 0.980. (2) The reactants are [OH:1][CH:2]1[CH2:7][CH2:6][CH:5]([O:8][C:9]2[CH:14]=[CH:13][C:12]([N:15]3[C:20](=[O:21])[C:19]([CH2:22][C:23]4[CH:28]=[CH:27][C:26]([C:29]5[CH:34]=[CH:33][CH:32]=[CH:31][C:30]=5[C:35]5[NH:39][C:38](=[O:40])[O:37][N:36]=5)=[CH:25][CH:24]=4)=[C:18]([CH2:41][CH2:42][CH3:43])[N:17]=[C:16]3[CH3:44])=[CH:11][CH:10]=2)[CH2:4][CH2:3]1.CC(OI1(OC(C)=O)(OC(C)=O)OC(=O)C2C1=CC=CC=2)=O.C(OCC)(=O)C.S([O-])([O-])(=O)=S.[Na+].[Na+]. The catalyst is C(Cl)Cl.O. The product is [CH3:44][C:16]1[N:15]([C:12]2[CH:11]=[CH:10][C:9]([O:8][CH:5]3[CH2:6][CH2:7][C:2](=[O:1])[CH2:3][CH2:4]3)=[CH:14][CH:13]=2)[C:20](=[O:21])[C:19]([CH2:22][C:23]2[CH:28]=[CH:27][C:26]([C:29]3[CH:34]=[CH:33][CH:32]=[CH:31][C:30]=3[C:35]3[NH:39][C:38](=[O:40])[O:37][N:36]=3)=[CH:25][CH:24]=2)=[C:18]([CH2:41][CH2:42][CH3:43])[N:17]=1. The yield is 0.790. (3) The reactants are [C:1]([O:5][C:6](=[O:21])[CH2:7][CH:8]([CH2:13][S:14][C:15]1[CH:20]=[CH:19][CH:18]=[CH:17][CH:16]=1)[CH2:9][C:10]([OH:12])=O)([CH3:4])([CH3:3])[CH3:2].O[N:23]=[C:24]([NH2:36])[CH2:25][CH2:26][CH2:27][CH2:28][NH:29][C:30]1[CH:35]=[CH:34][CH:33]=[CH:32][N:31]=1.C(C1NC=CN=1)(C1NC=CN=1)=O. The catalyst is CN(C=O)C.C(=O)(O)[O-].[Na+]. The product is [C:15]1([S:14][CH2:13][CH:8]([CH2:9][C:10]2[O:12][N:23]=[C:24]([CH2:25][CH2:26][CH2:27][CH2:28][NH:29][C:30]3[CH:35]=[CH:34][CH:33]=[CH:32][N:31]=3)[N:36]=2)[CH2:7][C:6]([O:5][C:1]([CH3:2])([CH3:3])[CH3:4])=[O:21])[CH:20]=[CH:19][CH:18]=[CH:17][CH:16]=1. The yield is 0.600. (4) The reactants are [F:1][C:2]1[CH:27]=[CH:26][CH:25]=[C:24]([F:28])[C:3]=1[C:4]([NH:6][C:7]1[S:8][C:9]([C:14]2[CH:19]=[CH:18][CH:17]=[C:16]([C:20]([F:23])([F:22])[F:21])[CH:15]=2)=[C:10]([CH:12]=[O:13])[N:11]=1)=[O:5].S([CH2:39][N+:40]#[C-:41])(C1C=CC(C)=CC=1)(=O)=O.C(=O)([O-])[O-].[K+].[K+]. The product is [F:28][C:24]1[CH:25]=[CH:26][CH:27]=[C:2]([F:1])[C:3]=1[C:4]([NH:6][C:7]1[S:8][C:9]([C:14]2[CH:19]=[CH:18][CH:17]=[C:16]([C:20]([F:21])([F:22])[F:23])[CH:15]=2)=[C:10]([C:12]2[O:13][CH:41]=[N:40][CH:39]=2)[N:11]=1)=[O:5]. The yield is 0.720. The catalyst is CO.C(OCC)(=O)C. (5) The reactants are [NH2:1][C:2]1[CH:17]=[C:16]([F:18])[C:15]([F:19])=[CH:14][C:3]=1[C:4]([NH:6][C:7]1[CH:12]=[CH:11][CH:10]=[CH:9][C:8]=1[Cl:13])=[O:5].[Cl:20][CH2:21][C:22](Cl)=O. The catalyst is C(O)(=O)C. The product is [Cl:20][CH2:21][C:22]1[N:6]([C:7]2[CH:12]=[CH:11][CH:10]=[CH:9][C:8]=2[Cl:13])[C:4](=[O:5])[C:3]2[C:2](=[CH:17][C:16]([F:18])=[C:15]([F:19])[CH:14]=2)[N:1]=1. The yield is 0.260. (6) The reactants are [F:1][C:2]1[N:3]=[CH:4][C:5]2[C:10]([CH:11]=1)=[CH:9][C:8]([C:12]([O:14]C)=[O:13])=[CH:7][CH:6]=2.O.[OH-].[Li+]. The catalyst is C1COCC1.CO.O. The product is [F:1][C:2]1[N:3]=[CH:4][C:5]2[C:10]([CH:11]=1)=[CH:9][C:8]([C:12]([OH:14])=[O:13])=[CH:7][CH:6]=2. The yield is 1.00.